Dataset: Catalyst prediction with 721,799 reactions and 888 catalyst types from USPTO. Task: Predict which catalyst facilitates the given reaction. (1) Reactant: C1(P(C2C=CC=CC=2)C2C=CC=CC=2)C=CC=CC=1.[OH:20][C:21]1[CH:30]=[C:29]2[C:24]([C:25](=[O:39])[N:26]([CH2:31][O:32][C:33](=[O:38])[C:34]([CH3:37])([CH3:36])[CH3:35])[CH:27]=[N:28]2)=[CH:23][C:22]=1[O:40][CH3:41].[CH3:42][S:43]([CH2:46][CH2:47][CH2:48]O)(=[O:45])=[O:44].N(C(OCC)=O)=NC(OCC)=O. Product: [CH3:41][O:40][C:22]1[CH:23]=[C:24]2[C:29](=[CH:30][C:21]=1[O:20][CH2:48][CH2:47][CH2:46][S:43]([CH3:42])(=[O:45])=[O:44])[N:28]=[CH:27][N:26]([CH2:31][O:32][C:33](=[O:38])[C:34]([CH3:35])([CH3:36])[CH3:37])[C:25]2=[O:39]. The catalyst class is: 2. (2) Reactant: [Cl:1][C:2]1[C:3]([O:9][CH3:10])=[C:4]([CH:6]=[CH:7][CH:8]=1)[NH2:5].[N:11]([O-])=O.[Na+].Cl[Sn]Cl. Product: [Cl:1][C:2]1[C:3]([O:9][CH3:10])=[C:4]([NH:5][NH2:11])[CH:6]=[CH:7][CH:8]=1. The catalyst class is: 126. (3) Reactant: Br[C:2]1[CH:3]=[CH:4][C:5]([NH2:8])=[N:6][CH:7]=1.[CH:9]1(B(O)O)[CH2:11][CH2:10]1.C1(P(C2CCCCC2)C2CCCCC2)CCCCC1.P([O-])([O-])([O-])=O.[K+].[K+].[K+]. Product: [CH:9]1([C:2]2[CH:3]=[CH:4][C:5]([NH2:8])=[N:6][CH:7]=2)[CH2:11][CH2:10]1. The catalyst class is: 706. (4) Reactant: [CH2:1]([O:3][C:4]([CH:6]1[CH2:10][CH2:9][CH2:8][C:7]1=O)=[O:5])[CH3:2].[NH2:12][C:13]1[CH:18]=[CH:17][CH:16]=[CH:15][CH:14]=1.C([BH3-])#N.[Na+]. Product: [CH2:1]([O:3][C:4]([CH:6]1[CH2:10][CH2:9][CH2:8][CH:7]1[NH:12][C:13]1[CH:18]=[CH:17][CH:16]=[CH:15][CH:14]=1)=[O:5])[CH3:2].[CH2:1]([O:3][C:4]([CH:6]1[CH2:10][CH2:9][CH2:8][CH:7]1[NH:12][CH:13]1[CH2:18][CH2:17][CH2:16][CH2:15]1)=[O:5])[CH3:2]. The catalyst class is: 212. (5) Reactant: [F:1][C:2]1[CH:3]=[C:4]([N+:17]([O-])=O)[CH:5]=[C:6]2[C:11]=1[N:10]([CH2:12][CH2:13][N:14]([CH3:16])[CH3:15])[CH2:9][CH2:8][CH2:7]2.[H][H]. Product: [CH3:15][N:14]([CH3:16])[CH2:13][CH2:12][N:10]1[C:11]2[C:6](=[CH:5][C:4]([NH2:17])=[CH:3][C:2]=2[F:1])[CH2:7][CH2:8][CH2:9]1. The catalyst class is: 63. (6) Reactant: [C:1]([C:3]1([CH2:8][O:9]S(C2C=CC(C)=CC=2)(=O)=O)[CH2:7][CH2:6][CH2:5][CH2:4]1)#[N:2].[Cl:20][C:21]1[CH:22]=[CH:23][C:24](O)=[C:25]([CH:28]=1)[CH:26]=[O:27].C([O-])([O-])=O.[K+].[K+].O. Product: [Cl:20][C:21]1[CH:22]=[CH:23][C:24]([O:9][CH2:8][C:3]2([C:1]#[N:2])[CH2:4][CH2:5][CH2:6][CH2:7]2)=[C:25]([CH:26]=[O:27])[CH:28]=1. The catalyst class is: 31. (7) Reactant: [F:1][C:2]1[CH:3]=[C:4]2[C:8](=[CH:9][CH:10]=1)[N:7]([CH2:11][C:12]1[CH:17]=[CH:16][CH:15]=[C:14]([F:18])[CH:13]=1)[C:6]([C:19]([OH:21])=O)=[CH:5]2.Cl.CN(C)CCCN=C=NCC.ON1C2C=CC=CC=2N=N1.C(N(CC)CC)C.Cl.[NH2:52][C:53]1[CH:54]=[C:55]2[N:61]=[C:60]([CH3:62])[N:59]([CH3:63])[C:56]2=[N:57][CH:58]=1. Product: [CH3:62][C:60]1[N:59]([CH3:63])[C:56]2=[N:57][CH:58]=[C:53]([NH:52][C:19]([C:6]3[N:7]([CH2:11][C:12]4[CH:17]=[CH:16][CH:15]=[C:14]([F:18])[CH:13]=4)[C:8]4[C:4]([CH:5]=3)=[CH:3][C:2]([F:1])=[CH:10][CH:9]=4)=[O:21])[CH:54]=[C:55]2[N:61]=1. The catalyst class is: 3. (8) Reactant: [F:1][C:2]1[CH:11]=[C:10]([C:12]2[CH:13]=[N:14][C:15]3[N:16]([C:18]([C:21]4([C:24]5[CH:25]=[C:26]6[C:31](=[CH:32][CH:33]=5)[N:30]=[CH:29][CH:28]=[CH:27]6)[CH2:23][CH2:22]4)=[N:19][N:20]=3)[N:17]=2)[CH:9]=[CH:8][C:3]=1[C:4]([O:6]C)=[O:5].[OH-].[Li+].Cl. Product: [F:1][C:2]1[CH:11]=[C:10]([C:12]2[CH:13]=[N:14][C:15]3[N:16]([C:18]([C:21]4([C:24]5[CH:25]=[C:26]6[C:31](=[CH:32][CH:33]=5)[N:30]=[CH:29][CH:28]=[CH:27]6)[CH2:22][CH2:23]4)=[N:19][N:20]=3)[N:17]=2)[CH:9]=[CH:8][C:3]=1[C:4]([OH:6])=[O:5]. The catalyst class is: 193. (9) Reactant: [C:1]([O:5][C:6]([N:8]1[CH2:12][C@H:11]([CH3:13])[C@H:10]([NH:14][C:15]2[C:16]3[N:17]([CH:24]=[C:25]([C:27](O)=[O:28])[CH:26]=3)[N:18]=[CH:19][C:20]=2[C:21](=[O:23])[NH2:22])[CH2:9]1)=[O:7])([CH3:4])([CH3:3])[CH3:2].C(Cl)CCl.ON1C2C=CC=CC=2N=N1.O/[N:45]=[C:46](\[NH2:48])/[CH3:47]. Product: [C:21]([C:20]1[CH:19]=[N:18][N:17]2[CH:24]=[C:25]([C:27]3[O:28][N:48]=[C:46]([CH3:47])[N:45]=3)[CH:26]=[C:16]2[C:15]=1[NH:14][C@H:10]1[C@@H:11]([CH3:13])[CH2:12][N:8]([C:6]([O:5][C:1]([CH3:3])([CH3:4])[CH3:2])=[O:7])[CH2:9]1)(=[O:23])[NH2:22]. The catalyst class is: 3.